From a dataset of Forward reaction prediction with 1.9M reactions from USPTO patents (1976-2016). Predict the product of the given reaction. (1) Given the reactants Cl.[NH2:2][C@@H:3]([CH2:25][CH:26]1[CH2:30][CH2:29][CH2:28][CH2:27]1)[C:4]([NH:6][C@H:7]1[CH2:13][CH2:12][C@@H:11]([CH3:14])[N:10]([S:15]([C:18]2[CH:23]=[CH:22][CH:21]=[CH:20][N:19]=2)(=[O:17])=[O:16])[CH2:9][C@@H:8]1[OH:24])=[O:5].[F:31][C:32]([F:48])([F:47])[C:33]1[CH:34]=[C:35]([C:39]2[O:43][C:42]([C:44](O)=[O:45])=[CH:41][CH:40]=2)[CH:36]=[CH:37][CH:38]=1.CC(OI1(OC(C)=O)(OC(C)=O)OC(=O)C2C=CC=CC1=2)=O, predict the reaction product. The product is: [CH:26]1([CH2:25][C@H:3]([NH:2][C:44]([C:42]2[O:43][C:39]([C:35]3[CH:36]=[CH:37][CH:38]=[C:33]([C:32]([F:48])([F:31])[F:47])[CH:34]=3)=[CH:40][CH:41]=2)=[O:45])[C:4](=[O:5])[NH:6][C@H:7]2[CH2:13][CH2:12][C@@H:11]([CH3:14])[N:10]([S:15]([C:18]3[CH:23]=[CH:22][CH:21]=[CH:20][N:19]=3)(=[O:16])=[O:17])[CH2:9][C:8]2=[O:24])[CH2:27][CH2:28][CH2:29][CH2:30]1. (2) Given the reactants N[C:2]1[CH:7]=[CH:6][C:5]([Cl:8])=[CH:4][C:3]=1[C:9]([C:11]1[C:16]([F:17])=[CH:15][CH:14]=[CH:13][C:12]=1[F:18])=[O:10].N([O-])=O.[Na+].C(OC(C)C)(=O)C.[I-:30].[K+], predict the reaction product. The product is: [Cl:8][C:5]1[CH:6]=[CH:7][C:2]([I:30])=[C:3]([C:9]([C:11]2[C:16]([F:17])=[CH:15][CH:14]=[CH:13][C:12]=2[F:18])=[O:10])[CH:4]=1. (3) The product is: [I:1][C:2]1[CH:10]=[CH:9][CH:8]=[C:7]2[C:3]=1[C:4]([N:11]1[C:19](=[O:20])[C:18]3[C:13](=[CH:14][CH:15]=[CH:16][CH:17]=3)[C:12]1=[O:21])=[N:5][N:6]2[CH2:23][CH2:24][N:25]1[CH2:30][CH2:29][O:28][CH2:27][CH2:26]1. Given the reactants [I:1][C:2]1[CH:10]=[CH:9][CH:8]=[C:7]2[C:3]=1[C:4]([N:11]1[C:19](=[O:20])[C:18]3[C:13](=[CH:14][CH:15]=[CH:16][CH:17]=3)[C:12]1=[O:21])=[N:5][NH:6]2.Cl[CH2:23][CH2:24][N:25]1[CH2:30][CH2:29][O:28][CH2:27][CH2:26]1.C([O-])([O-])=O.[Na+].[Na+], predict the reaction product. (4) Given the reactants Br[C:2]1[CH:3]=[C:4]([O:20][CH3:21])[C:5]2[N:9]=[C:8]([NH2:10])[N:7]([C:11]3[CH:16]=[C:15]([F:17])[CH:14]=[C:13]([F:18])[CH:12]=3)[C:6]=2[CH:19]=1.[F:22][C:23]1[CH:28]=[CH:27][C:26]([C:29]2[O:30][C:31]3[CH:41]=[C:40]([N:42]([CH3:47])[S:43]([CH3:46])(=[O:45])=[O:44])[C:39](B4OC(C)(C)C(C)(C)O4)=[CH:38][C:32]=3[C:33]=2[C:34]([NH:36][CH3:37])=[O:35])=[CH:25][CH:24]=1.C([O-])([O-])=O.[K+].[K+], predict the reaction product. The product is: [NH2:10][C:8]1[N:7]([C:11]2[CH:16]=[C:15]([F:17])[CH:14]=[C:13]([F:18])[CH:12]=2)[C:6]2[CH:19]=[C:2]([C:39]3[C:40]([N:42]([CH3:47])[S:43]([CH3:46])(=[O:45])=[O:44])=[CH:41][C:31]4[O:30][C:29]([C:26]5[CH:27]=[CH:28][C:23]([F:22])=[CH:24][CH:25]=5)=[C:33]([C:34]([NH:36][CH3:37])=[O:35])[C:32]=4[CH:38]=3)[CH:3]=[C:4]([O:20][CH3:21])[C:5]=2[N:9]=1. (5) Given the reactants [CH3:1][O:2][C:3](=[O:22])[CH2:4][NH:5][C:6](=[O:21])[C@H:7]([CH2:16][O:17][CH2:18][CH:19]=[CH2:20])[NH:8]C(OC(C)(C)C)=O.[C:23]([OH:29])([C:25]([F:28])([F:27])[F:26])=[O:24], predict the reaction product. The product is: [F:26][C:25]([F:28])([F:27])[C:23]([OH:29])=[O:24].[CH3:1][O:2][C:3](=[O:22])[CH2:4][NH:5][C:6](=[O:21])[C@H:7]([CH2:16][O:17][CH2:18][CH:19]=[CH2:20])[NH2:8].